From a dataset of Full USPTO retrosynthesis dataset with 1.9M reactions from patents (1976-2016). Predict the reactants needed to synthesize the given product. (1) Given the product [CH3:32][O:31][C:29](=[O:30])[CH:28]([CH2:33][C:34]1[CH:35]=[CH:36][C:37]([O:11][CH2:10][CH2:9][O:8][CH2:1][C:2]2[CH:7]=[CH:6][CH:5]=[CH:4][CH:3]=2)=[CH:38][CH:39]=1)[C:27]([O:26][CH3:25])=[O:41], predict the reactants needed to synthesize it. The reactants are: [CH2:1]([O:8][CH2:9][CH2:10][OH:11])[C:2]1[CH:7]=[CH:6][CH:5]=[CH:4][CH:3]=1.C(P(CCCC)CCCC)CCC.[CH3:25][O:26][C:27](=[O:41])[CH:28]([CH2:33][C:34]1[CH:39]=[CH:38][C:37](O)=[CH:36][CH:35]=1)[C:29]([O:31][CH3:32])=[O:30].CCCCCCC. (2) Given the product [CH3:14][CH:12]1[O:13][CH:8]([CH3:7])[CH2:9][N:10]([CH2:15][C:16]2[CH:21]=[CH:20][C:19]([CH2:22][CH2:23][CH2:24][OH:25])=[CH:18][CH:17]=2)[CH2:11]1, predict the reactants needed to synthesize it. The reactants are: [H-].[H-].[H-].[H-].[Li+].[Al+3].[CH3:7][CH:8]1[O:13][CH:12]([CH3:14])[CH2:11][N:10]([CH2:15][C:16]2[CH:21]=[CH:20][C:19]([CH2:22][CH2:23][C:24](OCC)=[O:25])=[CH:18][CH:17]=2)[CH2:9]1. (3) Given the product [Cl:23][C:17]1[CH:18]=[CH:19][CH:20]=[C:21]([Cl:22])[C:16]=1[C:8]1[CH:9]=[C:10]([F:15])[CH:11]=[C:12]2[C:7]=1[O:6][C@@H:5]([CH2:4][NH2:1])[CH:14]=[CH:13]2, predict the reactants needed to synthesize it. The reactants are: [N:1]([CH2:4][C@H:5]1[CH:14]=[CH:13][C:12]2[C:7](=[C:8]([C:16]3[C:21]([Cl:22])=[CH:20][CH:19]=[CH:18][C:17]=3[Cl:23])[CH:9]=[C:10]([F:15])[CH:11]=2)[O:6]1)=[N+]=[N-].C1(P(C2C=CC=CC=2)C2C=CC=CC=2)C=CC=CC=1. (4) Given the product [OH:1][C:2]1[C:3]([C:8]([O:10][CH3:12])=[O:9])=[N:4][CH:5]=[CH:6][CH:7]=1, predict the reactants needed to synthesize it. The reactants are: [OH:1][C:2]1[C:3]([C:8]([OH:10])=[O:9])=[N:4][CH:5]=[CH:6][CH:7]=1.Cl.[C:12](=O)(O)[O-].[Na+]. (5) Given the product [OH:16][C:17]1[CH:18]=[C:19]([CH:23]2[CH2:28][CH2:27][N:26]([C:9]([O:11][C:12]([CH3:13])([CH3:14])[CH3:15])=[O:10])[CH2:25][CH2:24]2)[CH:20]=[CH:21][CH:22]=1, predict the reactants needed to synthesize it. The reactants are: [C:9](O[C:9]([O:11][C:12]([CH3:15])([CH3:14])[CH3:13])=[O:10])([O:11][C:12]([CH3:15])([CH3:14])[CH3:13])=[O:10].[OH:16][C:17]1[CH:18]=[C:19]([CH:23]2[CH2:28][CH2:27][NH:26][CH2:25][CH2:24]2)[CH:20]=[CH:21][CH:22]=1. (6) Given the product [Cl:19][C:5]1[C:6]([NH:8][C@@H:9]2[C@@H:14]3[CH2:15][C@@H:11]([CH:12]=[CH:13]3)[C@@H:10]2[C:16]([NH2:18])=[O:17])=[N:7][C:2]([NH:20][C:21]2[C:41]([O:42][CH3:43])=[CH:40][C:24]3[CH2:25][CH2:26][N:27]([CH2:30][C:31]([N:33]4[CH2:34][CH2:35][N:36]([CH3:39])[CH2:37][CH2:38]4)=[O:32])[CH2:28][CH2:29][C:23]=3[CH:22]=2)=[N:3][CH:4]=1, predict the reactants needed to synthesize it. The reactants are: Cl[C:2]1[N:7]=[C:6]([NH:8][C@@H:9]2[C@@H:14]3[CH2:15][C@@H:11]([CH:12]=[CH:13]3)[C@@H:10]2[C:16]([NH2:18])=[O:17])[C:5]([Cl:19])=[CH:4][N:3]=1.[NH2:20][C:21]1[C:41]([O:42][CH3:43])=[CH:40][C:24]2[CH2:25][CH2:26][N:27]([CH2:30][C:31]([N:33]3[CH2:38][CH2:37][N:36]([CH3:39])[CH2:35][CH2:34]3)=[O:32])[CH2:28][CH2:29][C:23]=2[CH:22]=1.